Predict the reaction yield, written as a fraction of the theoretical maximum amount of product (1.0 means a 100% yield; for example, 0.34 means a 34% yield). From a dataset of Reaction yield outcomes from USPTO patents with 853,638 reactions. (1) The catalyst is C(O)(C)C. The product is [ClH:28].[F:1][C:2]1[CH:7]=[CH:6][C:5]([C@@H:8]2[O:13][CH2:12][CH2:11][N:10]([CH2:14][C:15]3[CH:20]=[CH:19][C:18]([C@H:21]([NH:23][S:24]([CH3:27])(=[O:26])=[O:25])[CH3:22])=[CH:17][CH:16]=3)[CH2:9]2)=[CH:4][CH:3]=1. The yield is 0.750. The reactants are [F:1][C:2]1[CH:7]=[CH:6][C:5]([C@@H:8]2[O:13][CH2:12][CH2:11][N:10]([CH2:14][C:15]3[CH:20]=[CH:19][C:18]([C@H:21]([NH:23][S:24]([CH3:27])(=[O:26])=[O:25])[CH3:22])=[CH:17][CH:16]=3)[CH2:9]2)=[CH:4][CH:3]=1.[ClH:28]. (2) The reactants are Cl.[CH2:2]([O:9][CH:10]1[CH2:13][CH:12]([NH:14]C(=O)OC(C)(C)C)[CH2:11]1)[C:3]1[CH:8]=[CH:7][CH:6]=[CH:5][CH:4]=1. The catalyst is C1COCC1. The product is [CH2:2]([O:9][CH:10]1[CH2:13][CH:12]([NH2:14])[CH2:11]1)[C:3]1[CH:8]=[CH:7][CH:6]=[CH:5][CH:4]=1. The yield is 0.730. (3) The product is [F:1][C:2]1[CH:7]=[C:6]([F:8])[C:5]([CH3:9])=[CH:4][C:3]=1[OH:19]. The catalyst is C1COCC1. The yield is 0.650. The reactants are [F:1][C:2]1[CH:7]=[C:6]([F:8])[C:5]([CH3:9])=[CH:4][C:3]=1B1OC(C)(C)C(C)(C)O1.[OH-:19].[Na+].OO.Cl. (4) The reactants are [CH3:1][C:2]1[CH:7]=[CH:6][C:5]([S:8]([O:11][CH2:12][CH:13]2[CH2:17][C:16]3[CH:18]=[C:19]([F:23])[CH:20]=[C:21](Br)[C:15]=3[O:14]2)(=[O:10])=[O:9])=[CH:4][CH:3]=1.[F:24][C:25]1[CH:30]=[CH:29][CH:28]=[CH:27][C:26]=1B(O)O.C(=O)([O-])[O-].[K+].[K+]. The catalyst is CC1C=CC=CC=1[P](C1C=CC=CC=1C)([Pd](Cl)(Cl)[P](C1=C(C)C=CC=C1)(C1C=CC=CC=1C)C1C=CC=CC=1C)C1C=CC=CC=1C. The product is [CH3:1][C:2]1[CH:7]=[CH:6][C:5]([S:8]([O:11][CH2:12][CH:13]2[CH2:17][C:16]3[CH:18]=[C:19]([F:23])[CH:20]=[C:21]([C:26]4[CH:27]=[CH:28][CH:29]=[CH:30][C:25]=4[F:24])[C:15]=3[O:14]2)(=[O:10])=[O:9])=[CH:4][CH:3]=1. The yield is 0.940.